From a dataset of Forward reaction prediction with 1.9M reactions from USPTO patents (1976-2016). Predict the product of the given reaction. (1) The product is: [Br:19][C:20]1[CH:21]=[C:22]2[C:26](=[CH:27][CH:28]=1)[N:25]([S:2]([C:5]1[CH:17]=[CH:16][C:8]([O:9][CH2:10][C:11]([O:13][CH2:14][CH3:15])=[O:12])=[C:7]([CH3:18])[CH:6]=1)(=[O:4])=[O:3])[CH2:24][CH2:23]2. Given the reactants Cl[S:2]([C:5]1[CH:17]=[CH:16][C:8]([O:9][CH2:10][C:11]([O:13][CH2:14][CH3:15])=[O:12])=[C:7]([CH3:18])[CH:6]=1)(=[O:4])=[O:3].[Br:19][C:20]1[CH:21]=[C:22]2[C:26](=[CH:27][CH:28]=1)[NH:25][CH2:24][CH2:23]2.C(N(CC)CC)C.O, predict the reaction product. (2) Given the reactants [NH:1]1[C:9]2[C:4](=[CH:5][CH:6]=[CH:7][CH:8]=2)[C:3]([CH:10]2[CH2:15][CH2:14][N:13]([CH2:16][CH2:17][O:18][C:19]3[CH:28]=[CH:27][CH:26]=[CH:25][C:20]=3[C:21]([O:23][CH3:24])=[O:22])[CH2:12][CH2:11]2)=[CH:2]1.[H-].[Na+].[CH2:31]([O:33][CH2:34][CH2:35]Br)[CH3:32], predict the reaction product. The product is: [CH2:31]([O:33][CH2:34][CH2:35][N:1]1[C:9]2[C:4](=[CH:5][CH:6]=[CH:7][CH:8]=2)[C:3]([CH:10]2[CH2:15][CH2:14][N:13]([CH2:16][CH2:17][O:18][C:19]3[CH:28]=[CH:27][CH:26]=[CH:25][C:20]=3[C:21]([O:23][CH3:24])=[O:22])[CH2:12][CH2:11]2)=[CH:2]1)[CH3:32]. (3) Given the reactants [OH:1][C:2]1[CH:3]=[CH:4][CH:5]=[C:6]2[C:11]=1[N:10]=[C:9]([CH3:12])[CH:8]=[CH:7]2.[Se](=O)=[O:14].O1CCOCC1, predict the reaction product. The product is: [OH:1][C:2]1[CH:3]=[CH:4][CH:5]=[C:6]2[C:11]=1[N:10]=[C:9]([CH:12]=[O:14])[CH:8]=[CH:7]2. (4) Given the reactants [F:1][C:2]1[C:3]([CH3:18])=[C:4]([C:10]2[CH:15]=[CH:14][CH:13]=[C:12]([CH:16]=[O:17])[CH:11]=2)[C:5]([CH3:9])=[CH:6][C:7]=1[OH:8].CC1C=CC(S(O[CH2:30][CH2:31][CH2:32][S:33]([CH3:36])(=[O:35])=[O:34])(=O)=O)=CC=1.C(=O)([O-])[O-].[K+].[K+].O, predict the reaction product. The product is: [F:1][C:2]1[C:3]([CH3:18])=[C:4]([C:10]2[CH:15]=[CH:14][CH:13]=[C:12]([CH:16]=[O:17])[CH:11]=2)[C:5]([CH3:9])=[CH:6][C:7]=1[O:8][CH2:30][CH2:31][CH2:32][S:33]([CH3:36])(=[O:35])=[O:34]. (5) Given the reactants [C:1]([C:3]1[CH:8]=[CH:7][C:6]([CH:9]([CH3:13])[C:10]([OH:12])=O)=[CH:5][C:4]=1[CH3:14])#[N:2].CN(C)CCCN=C=NCC.ON1C2C=CC=CC=2N=N1.[N:36]1([C:41]2[C:46]([CH2:47][NH2:48])=[CH:45][CH:44]=[C:43]([C:49]([F:52])([F:51])[F:50])[N:42]=2)[CH2:40][CH2:39][CH2:38][CH2:37]1.C(N(CC)CC)C, predict the reaction product. The product is: [C:1]([C:3]1[CH:8]=[CH:7][C:6]([CH:9]([CH3:13])[C:10]([NH:48][CH2:47][C:46]2[C:41]([N:36]3[CH2:40][CH2:39][CH2:38][CH2:37]3)=[N:42][C:43]([C:49]([F:52])([F:50])[F:51])=[CH:44][CH:45]=2)=[O:12])=[CH:5][C:4]=1[CH3:14])#[N:2]. (6) Given the reactants [O:1]=[C:2]1[CH2:8][CH2:7][CH2:6][CH2:5][CH2:4][N:3]1[C:9]1[CH:10]=[C:11]2[C:15](=[CH:16][CH:17]=1)[N:14](C(OC(C)(C)C)=O)[CH2:13][CH2:12]2.BrCCCCCC(Cl)=O.Cl, predict the reaction product. The product is: [NH:14]1[C:15]2[C:11](=[CH:10][C:9]([N:3]3[CH2:4][CH2:5][CH2:6][CH2:7][CH2:8][C:2]3=[O:1])=[CH:17][CH:16]=2)[CH2:12][CH2:13]1.